This data is from Forward reaction prediction with 1.9M reactions from USPTO patents (1976-2016). The task is: Predict the product of the given reaction. (1) Given the reactants [O:1]([CH:8]([CH3:14])[C:9]([O:11][CH2:12][CH3:13])=[O:10])[C:2]1[CH:7]=[CH:6][CH:5]=[CH:4][CH:3]=1.[CH2:15]([O:22][C:23]1[CH:30]=[CH:29][C:26]([CH2:27]Cl)=[CH:25][CH:24]=1)[C:16]1[CH:21]=[CH:20][CH:19]=[CH:18][CH:17]=1.C1(NC2CCCCC2)CCCCC1, predict the reaction product. The product is: [CH2:15]([O:22][C:23]1[CH:30]=[CH:29][C:26]([CH2:27][C:8]([CH3:14])([O:1][C:2]2[CH:7]=[CH:6][CH:5]=[CH:4][CH:3]=2)[C:9]([O:11][CH2:12][CH3:13])=[O:10])=[CH:25][CH:24]=1)[C:16]1[CH:21]=[CH:20][CH:19]=[CH:18][CH:17]=1. (2) Given the reactants C(O[C:4](=[O:21])[CH2:5][C:6]([CH:8]1[CH2:13][CH2:12][N:11]([C:14]([O:16][C:17]([CH3:20])([CH3:19])[CH3:18])=[O:15])[CH2:10][CH2:9]1)=O)C.[Br:22][C:23]1[C:24]2[NH:31][N:30]=[C:29]([NH2:32])[C:25]=2[CH:26]=[N:27][CH:28]=1.P([O-])([O-])([O-])=O.[K+].[K+].[K+], predict the reaction product. The product is: [Br:22][C:23]1[C:24]2=[N:31][N:30]3[C:6]([CH:8]4[CH2:9][CH2:10][N:11]([C:14]([O:16][C:17]([CH3:18])([CH3:19])[CH3:20])=[O:15])[CH2:12][CH2:13]4)=[CH:5][C:4](=[O:21])[NH:32][C:29]3=[C:25]2[CH:26]=[N:27][CH:28]=1. (3) Given the reactants Cl[C:2]1[C:7]([C:8]([F:11])([F:10])[F:9])=[CH:6][N:5]=[C:4]([NH:12][C:13]2[CH:27]=[CH:26][C:16]([CH2:17][P:18](=[O:25])([O:22][CH2:23][CH3:24])[O:19][CH2:20][CH3:21])=[CH:15][C:14]=2[O:28][CH3:29])[N:3]=1.[NH2:30][C:31]1[CH:32]=[CH:33][C:34]([C:42]2[CH:43]=[N:44][N:45]([CH2:47][CH2:48][CH2:49][OH:50])[CH:46]=2)=[C:35]2[C:39]=1[C:38](=[O:40])[N:37]([CH3:41])[CH2:36]2.C(O)(C(F)(F)F)=O.N.CO, predict the reaction product. The product is: [OH:50][CH2:49][CH2:48][CH2:47][N:45]1[CH:46]=[C:42]([C:34]2[CH:33]=[CH:32][C:31]([NH:30][C:2]3[C:7]([C:8]([F:10])([F:11])[F:9])=[CH:6][N:5]=[C:4]([NH:12][C:13]4[CH:27]=[CH:26][C:16]([CH2:17][P:18](=[O:25])([O:22][CH2:23][CH3:24])[O:19][CH2:20][CH3:21])=[CH:15][C:14]=4[O:28][CH3:29])[N:3]=3)=[C:39]3[C:35]=2[CH2:36][N:37]([CH3:41])[C:38]3=[O:40])[CH:43]=[N:44]1. (4) Given the reactants [O:1]=[C:2]1[N:6]([C:7]([O:9][C:10]([CH3:13])([CH3:12])[CH3:11])=[O:8])[C@H:5]([C:14]([O:16][CH3:17])=[O:15])[CH2:4][CH2:3]1.[C:18]1([CH2:24][O:25][C:26]2[CH:31]=[CH:30][CH:29]=[C:28](Br)[CH:27]=2)[CH:23]=[CH:22][CH:21]=[CH:20][CH:19]=1, predict the reaction product. The product is: [CH3:11][C:10]([O:9][C:7]([NH:6][C@@H:5]([CH2:4][CH2:3][C:2](=[O:1])[C:30]1[CH:29]=[CH:28][CH:27]=[C:26]([O:25][CH2:24][C:18]2[CH:23]=[CH:22][CH:21]=[CH:20][CH:19]=2)[CH:31]=1)[C:14]([O:16][CH3:17])=[O:15])=[O:8])([CH3:13])[CH3:12]. (5) Given the reactants C1(N2CC[O:9]CC2)CCCC=1.[CH3:12][O:13][C:14]1[CH:21]=[C:20]([O:22][CH3:23])[CH:19]=[CH:18][C:15]=1[CH:16]=O.Cl.[CH:25]1[CH:30]=[CH:29][CH:28]=[CH:27]C=1, predict the reaction product. The product is: [CH3:12][O:13][C:14]1[CH:21]=[C:20]([O:22][CH3:23])[CH:19]=[CH:18][C:15]=1[CH:16]=[C:27]1[CH2:28][CH2:29][CH2:30][C:25]1=[O:9]. (6) Given the reactants [N:1]1([C:21]([O:23][C:24]([CH3:27])([CH3:26])[CH3:25])=[O:22])[CH2:6][CH2:5][CH2:4][CH2:3][C@@H:2]1[C:7]([O:9]C1C(F)=C(F)C(F)=C(F)C=1F)=O.Cl.[NH2:29][C@@H:30]([C@@H:66]([CH3:69])[CH2:67][CH3:68])[C:31]([N:33]([C@@H:35]([CH:63]([CH3:65])[CH3:64])[CH2:36][C@H:37]([C:39]1[S:40][CH:41]=[C:42]([C:44]([NH:46][C@@H:47]([CH2:56][C:57]2[CH:62]=[CH:61][CH:60]=[CH:59][CH:58]=2)[CH2:48][C@H:49]([CH3:55])[C:50]([O:52][CH2:53][CH3:54])=[O:51])=[O:45])[N:43]=1)[OH:38])[CH3:34])=[O:32].C(N(C(C)C)CC)(C)C, predict the reaction product. The product is: [CH2:53]([O:52][C:50](=[O:51])[C@@H:49]([CH3:55])[CH2:48][C@@H:47]([NH:46][C:44]([C:42]1[N:43]=[C:39]([C@H:37]([OH:38])[CH2:36][C@@H:35]([N:33]([CH3:34])[C:31](=[O:32])[C@@H:30]([NH:29][C:7]([C@H:2]2[CH2:3][CH2:4][CH2:5][CH2:6][N:1]2[C:21]([O:23][C:24]([CH3:25])([CH3:26])[CH3:27])=[O:22])=[O:9])[C@@H:66]([CH3:69])[CH2:67][CH3:68])[CH:63]([CH3:65])[CH3:64])[S:40][CH:41]=1)=[O:45])[CH2:56][C:57]1[CH:58]=[CH:59][CH:60]=[CH:61][CH:62]=1)[CH3:54]. (7) Given the reactants C[O:2][C:3]([C:5]1[CH:6]=[C:7]([C:15]2[CH:20]=[C:19]([O:21][CH3:22])[C:18]([O:23][CH3:24])=[C:17]([O:25][CH3:26])[CH:16]=2)[CH:8]=[C:9]2[C:14]=1[O:13][CH2:12][CH:11]=[CH:10]2)=[O:4], predict the reaction product. The product is: [CH3:22][O:21][C:19]1[CH:20]=[C:15]([C:7]2[CH:8]=[C:9]3[C:14](=[C:5]([C:3]([OH:4])=[O:2])[CH:6]=2)[O:13][CH2:12][CH:11]=[CH:10]3)[CH:16]=[C:17]([O:25][CH3:26])[C:18]=1[O:23][CH3:24]. (8) Given the reactants C(O[C:6]([N:8]1[CH2:12][CH2:11][C:10]2([CH2:17][CH2:16][CH2:15][NH:14][C:13]2=[O:18])[CH2:9]1)=O)(C)(C)C.Cl.ClC1[N:26]=[C:25]([O:27][CH3:28])[CH:24]=[CH:23][N:22]=1.CCN(C(C)C)C(C)C, predict the reaction product. The product is: [CH3:28][O:27][C:25]1[CH:24]=[CH:23][N:22]=[C:6]([N:8]2[CH2:12][CH2:11][C:10]3([CH2:17][CH2:16][CH2:15][NH:14][C:13]3=[O:18])[CH2:9]2)[N:26]=1.